This data is from Full USPTO retrosynthesis dataset with 1.9M reactions from patents (1976-2016). The task is: Predict the reactants needed to synthesize the given product. (1) Given the product [Cl:1][C:2]1[CH:7]=[CH:6][C:5]([CH:8]([NH:9][C:10](=[O:19])[CH2:11][C:12]2[CH:17]=[CH:16][C:15]([O:18][CH2:28][C:29]3[C:30]([C:35]([O:37][CH3:38])=[O:36])=[N:31][O:32][C:33]=3[CH3:34])=[CH:14][CH:13]=2)[C:20]2[CH:21]=[CH:22][CH:23]=[CH:24][CH:25]=2)=[C:4]([CH3:26])[CH:3]=1, predict the reactants needed to synthesize it. The reactants are: [Cl:1][C:2]1[CH:7]=[CH:6][C:5]([CH:8]([C:20]2[CH:25]=[CH:24][CH:23]=[CH:22][CH:21]=2)[NH:9][C:10](=[O:19])[CH2:11][C:12]2[CH:17]=[CH:16][C:15]([OH:18])=[CH:14][CH:13]=2)=[C:4]([CH3:26])[CH:3]=1.Cl[CH2:28][C:29]1[C:30]([C:35]([O:37][CH3:38])=[O:36])=[N:31][O:32][C:33]=1[CH3:34]. (2) Given the product [O:35]1[C:34]2[CH:33]=[CH:32][CH:31]=[C:30]([CH:27]([NH:1][CH2:2][C@@H:3]3[C@@H:7]([C:8]4[CH:9]=[CH:10][CH:11]=[CH:12][CH:13]=4)[CH2:6][N:5]([C:14]([O:16][C:17]4[CH:18]=[CH:19][C:20]([C:23]([O:25][CH3:26])=[O:24])=[CH:21][CH:22]=4)=[O:15])[CH2:4]3)[CH3:28])[C:39]=2[O:38][CH2:37][CH2:36]1, predict the reactants needed to synthesize it. The reactants are: [NH2:1][CH2:2][C@@H:3]1[C@@H:7]([C:8]2[CH:13]=[CH:12][CH:11]=[CH:10][CH:9]=2)[CH2:6][N:5]([C:14]([O:16][C:17]2[CH:22]=[CH:21][C:20]([C:23]([O:25][CH3:26])=[O:24])=[CH:19][CH:18]=2)=[O:15])[CH2:4]1.[C:27]([C:30]1[C:39]2[O:38][CH2:37][CH2:36][O:35][C:34]=2[CH:33]=[CH:32][CH:31]=1)(=O)[CH3:28]. (3) Given the product [CH3:1][N:2]([CH2:3][CH2:4][C:5]1[C:6]2[CH:12]=[CH:11][S:10][C:7]=2[NH:8][CH:9]=1)[CH3:14], predict the reactants needed to synthesize it. The reactants are: [CH3:1][N:2]([CH3:14])[C:3](=O)[CH2:4][C:5]1[C:6]2[CH:12]=[CH:11][S:10][C:7]=2[NH:8][CH:9]=1. (4) The reactants are: [F:1][C:2]1[CH:3]=[C:4]([C:13]2[N:17]([C:18]3[CH:19]=[N:20][CH:21]=[CH:22][CH:23]=3)[N:16]=[C:15]([C:24]3[CH:32]=[CH:31][CH:30]=[C:29]4[C:25]=3[CH2:26][NH:27][C:28]4=[O:33])[CH:14]=2)[CH:5]=[C:6]([O:8][C:9]([F:12])([F:11])[F:10])[CH:7]=1.O.O.O.O.O.O.O.[N+]([O-])([O-])=[O:42].[Mg+2].[N+]([O-])([O-])=O.[Mn]([O-])(=O)(=O)=O.[K+]. Given the product [F:1][C:2]1[CH:3]=[C:4]([C:13]2[N:17]([C:18]3[CH:19]=[N:20][CH:21]=[CH:22][CH:23]=3)[N:16]=[C:15]([C:24]3[CH:32]=[CH:31][CH:30]=[C:29]4[C:25]=3[C:26](=[O:42])[NH:27][C:28]4=[O:33])[CH:14]=2)[CH:5]=[C:6]([O:8][C:9]([F:10])([F:11])[F:12])[CH:7]=1, predict the reactants needed to synthesize it. (5) Given the product [Cl:1][C:2]1[CH:10]=[C:9]2[C:5]([C:6]([C:11]([OH:26])=[O:12])=[CH:7][NH:8]2)=[CH:4][C:3]=1[C:13]1[CH:18]=[CH:17][C:16]([CH:19]([CH3:21])[CH3:20])=[CH:15][CH:14]=1, predict the reactants needed to synthesize it. The reactants are: [Cl:1][C:2]1[CH:10]=[C:9]2[C:5]([C:6]([CH:11]=[O:12])=[CH:7][NH:8]2)=[CH:4][C:3]=1[C:13]1[CH:18]=[CH:17][C:16]([CH:19]([CH3:21])[CH3:20])=[CH:15][CH:14]=1.C(#N)C.[Mn]([O-])(=O)(=O)=[O:26].[K+].S(=O)(O)[O-].[Na+]. (6) Given the product [F:1][C:2]1[CH:10]=[CH:9][C:5]([CH2:6][N:7]([CH3:8])[S:24]([N:19]2[CH:23]=[CH:22][N:21]=[CH:20]2)(=[O:26])=[O:25])=[CH:4][CH:3]=1, predict the reactants needed to synthesize it. The reactants are: [F:1][C:2]1[CH:10]=[CH:9][C:5]([CH2:6][NH:7][CH3:8])=[CH:4][CH:3]=1.[O-]S(C(F)(F)F)(=O)=O.[N:19]1([S:24](N2C=C[N+](C)=C2)(=[O:26])=[O:25])[CH:23]=[CH:22][N:21]=[CH:20]1. (7) Given the product [F:28][C:26]([F:27])([F:29])[C:22]1[CH:21]=[C:20]([NH:19][C:17]2[N:18]=[C:11]3[C:10]([OH:9])=[CH:15][CH:14]=[CH:13][N:12]3[N:16]=2)[CH:25]=[CH:24][CH:23]=1, predict the reactants needed to synthesize it. The reactants are: B(Br)(Br)Br.C(Cl)Cl.C[O:9][C:10]1[C:11]2[N:12]([N:16]=[C:17]([NH:19][C:20]3[CH:25]=[CH:24][CH:23]=[C:22]([C:26]([F:29])([F:28])[F:27])[CH:21]=3)[N:18]=2)[CH:13]=[CH:14][CH:15]=1.